Predict the reaction yield, written as a fraction of the theoretical maximum amount of product (1.0 means a 100% yield; for example, 0.34 means a 34% yield). From a dataset of Reaction yield outcomes from USPTO patents with 853,638 reactions. (1) The reactants are C(OC(=O)[NH:7][C:8]1[CH:13]=[C:12]([O:14][CH3:15])[CH:11]=[C:10]([CH3:16])[C:9]=1[Br:17])(C)(C)C.FC(F)(F)C(O)=O. The catalyst is C(Cl)Cl. The product is [Br:17][C:9]1[C:10]([CH3:16])=[CH:11][C:12]([O:14][CH3:15])=[CH:13][C:8]=1[NH2:7]. The yield is 0.650. (2) The reactants are [N:1]1([CH2:6][CH2:7][O:8][C:9]2[CH:14]=[CH:13][C:12]([NH2:15])=[CH:11][C:10]=2[C:16]2[N:17]([CH3:21])[N:18]=[CH:19][CH:20]=2)[CH:5]=[CH:4][N:3]=[CH:2]1.[F:22][C:23]1[CH:28]=[C:27]([F:29])[CH:26]=[CH:25][C:24]=1[N:30]=[C:31]=[O:32]. The catalyst is ClCCl. The product is [F:22][C:23]1[CH:28]=[C:27]([F:29])[CH:26]=[CH:25][C:24]=1[NH:30][C:31]([NH:15][C:12]1[CH:13]=[CH:14][C:9]([O:8][CH2:7][CH2:6][N:1]2[CH:5]=[CH:4][N:3]=[CH:2]2)=[C:10]([C:16]2[N:17]([CH3:21])[N:18]=[CH:19][CH:20]=2)[CH:11]=1)=[O:32]. The yield is 0.750. (3) The reactants are [CH3:1][Si:2]([CH2:5][CH2:6][O:7][CH2:8]Cl)([CH3:4])[CH3:3].[OH:10][C:11]1[CH:18]=[CH:17][C:14]([C:15]#[N:16])=[CH:13][CH:12]=1.CCN(CC)CC.CCOCC. The catalyst is C(Cl)Cl.CN(C1C=CN=CC=1)C. The product is [CH3:1][Si:2]([CH2:5][CH2:6][O:7][CH2:8][O:10][C:11]1[CH:18]=[CH:17][C:14]([C:15]#[N:16])=[CH:13][CH:12]=1)([CH3:4])[CH3:3]. The yield is 0.480. (4) The reactants are [Cl:1][C:2]1[CH:3]=[C:4]([CH:7]=[CH:8][C:9]=1[OH:10])[CH:5]=[O:6].[C:11]([O-])([O-])=O.[K+].[K+].CI. The catalyst is CN(C=O)C. The product is [Cl:1][C:2]1[CH:3]=[C:4]([CH:7]=[CH:8][C:9]=1[O:10][CH3:11])[CH:5]=[O:6]. The yield is 0.930. (5) The reactants are [CH:1]1([S:4]([C:7]2[CH:12]=[CH:11][C:10]([CH:13]([C:21]3[NH:25][C:24]([C:26]4[N:31]=[CH:30][C:29]([CH2:32]O)=[CH:28][CH:27]=4)=[CH:23][CH:22]=3)[CH2:14][CH:15]3[CH2:20][CH2:19][O:18][CH2:17][CH2:16]3)=[CH:9][CH:8]=2)(=[O:6])=[O:5])[CH2:3][CH2:2]1.CC(C)(O)[C:36]#[N:37].C(P(CCCC)CCCC)CCC.N(C(N1CCCCC1)=O)=NC(N1CCCCC1)=O. The catalyst is O1CCCC1.C(OCC)(=O)C. The product is [CH:1]1([S:4]([C:7]2[CH:8]=[CH:9][C:10]([CH:13]([C:21]3[NH:25][C:24]([C:26]4[N:31]=[CH:30][C:29]([CH2:32][C:36]#[N:37])=[CH:28][CH:27]=4)=[CH:23][CH:22]=3)[CH2:14][CH:15]3[CH2:16][CH2:17][O:18][CH2:19][CH2:20]3)=[CH:11][CH:12]=2)(=[O:6])=[O:5])[CH2:3][CH2:2]1. The yield is 0.230. (6) The reactants are C([O:8][CH:9]1[CH2:12][CH:11]([NH2:13])[CH2:10]1)C1C=CC=CC=1.[OH-].[K+].[N+](N1[CH:23]=[C:22]([N+:24]([O-:26])=[O:25])[N:21]=[CH:20]1)([O-])=O. The catalyst is Cl.CO.[Pd]. The product is [N+:24]([C:22]1[N:21]=[CH:20][N:13]([CH:11]2[CH2:10][CH:9]([OH:8])[CH2:12]2)[CH:23]=1)([O-:26])=[O:25]. The yield is 0.420.